This data is from Forward reaction prediction with 1.9M reactions from USPTO patents (1976-2016). The task is: Predict the product of the given reaction. Given the reactants [CH:1]1([CH2:4][O:5][C:6]2[CH:7]=[C:8]([C:14]3[O:15][CH:16]=[C:17]([CH2:19][NH:20][C:21](=[O:32])[C:22]4[CH:27]=[CH:26][CH:25]=[CH:24][C:23]=4[C:28]([F:31])([F:30])[F:29])[N:18]=3)[CH:9]=[CH:10][C:11]=2[O:12][CH3:13])[CH2:3][CH2:2]1.[H-].[Na+].[CH3:35]I.O, predict the reaction product. The product is: [CH:1]1([CH2:4][O:5][C:6]2[CH:7]=[C:8]([C:14]3[O:15][CH:16]=[C:17]([CH2:19][N:20]([CH3:35])[C:21](=[O:32])[C:22]4[CH:27]=[CH:26][CH:25]=[CH:24][C:23]=4[C:28]([F:31])([F:29])[F:30])[N:18]=3)[CH:9]=[CH:10][C:11]=2[O:12][CH3:13])[CH2:3][CH2:2]1.